The task is: Predict the reactants needed to synthesize the given product.. This data is from Full USPTO retrosynthesis dataset with 1.9M reactions from patents (1976-2016). Given the product [CH2:27]([C:29]1[CH:34]=[CH:33][CH:32]=[CH:31][C:30]=1[NH:35][C:36]([NH:38][C:39]([NH:24][CH2:23][CH2:22][CH2:21][C:17]1[CH:18]=[CH:19][CH:20]=[C:15]([C:12]2[N:13]=[CH:14][N:10]([C:7]3[CH:6]=[CH:5][C:4]([O:3][C:2]([F:1])([F:25])[F:26])=[CH:9][CH:8]=3)[N:11]=2)[CH:16]=1)=[O:41])=[S:37])[CH3:28], predict the reactants needed to synthesize it. The reactants are: [F:1][C:2]([F:26])([F:25])[O:3][C:4]1[CH:9]=[CH:8][C:7]([N:10]2[CH:14]=[N:13][C:12]([C:15]3[CH:16]=[C:17]([CH2:21][CH2:22][CH2:23][NH2:24])[CH:18]=[CH:19][CH:20]=3)=[N:11]2)=[CH:6][CH:5]=1.[CH2:27]([C:29]1[CH:34]=[CH:33][CH:32]=[CH:31][C:30]=1[NH:35][C:36]([NH2:38])=[S:37])[CH3:28].[C:39]([O-])(=[O:41])C.[Na+].